Dataset: Forward reaction prediction with 1.9M reactions from USPTO patents (1976-2016). Task: Predict the product of the given reaction. (1) Given the reactants [Cl:1][C:2]1[CH:3]=[C:4]([CH:7]=[CH:8][CH:9]=1)[NH:5][CH3:6].Cl[C:11](Cl)(OC(=O)OC(Cl)(Cl)Cl)Cl.[CH3:22][C@@H:23]1[NH:28][CH2:27][C:26]2[C:29]([C:32]3[S:33][CH:34]=[CH:35][CH:36]=3)=[N:30][NH:31][C:25]=2[CH2:24]1.[OH2:37], predict the reaction product. The product is: [Cl:1][C:2]1[CH:3]=[C:4]([N:5]([CH3:11])[C:6]([N:28]2[C@@H:23]([CH3:22])[CH2:24][C:25]3[NH:31][N:30]=[C:29]([C:32]4[S:33][CH:34]=[CH:35][CH:36]=4)[C:26]=3[CH2:27]2)=[O:37])[CH:7]=[CH:8][CH:9]=1. (2) Given the reactants Cl.CO.CO.[Cl:6][C:7]1[CH:12]=[CH:11][N:10]=[C:9]([I:13])[C:8]=1[O:14]COC.C(N(CC)CC)C, predict the reaction product. The product is: [Cl:6][C:7]1[CH:12]=[CH:11][N:10]=[C:9]([I:13])[C:8]=1[OH:14]. (3) Given the reactants [C:1]([C:3]1[C:12]2[C:7](=[CH:8][CH:9]=[C:10]([O:13][C:14]3[CH:19]=[CH:18][CH:17]=[CH:16][CH:15]=3)[CH:11]=2)[C:6]([OH:20])=[C:5]([C:21]([O:23]C)=[O:22])[N:4]=1)#[N:2].[OH-].[Na+].C1COCC1.Cl, predict the reaction product. The product is: [C:1]([C:3]1[C:12]2[C:7](=[CH:8][CH:9]=[C:10]([O:13][C:14]3[CH:19]=[CH:18][CH:17]=[CH:16][CH:15]=3)[CH:11]=2)[C:6]([OH:20])=[C:5]([C:21]([OH:23])=[O:22])[N:4]=1)#[N:2]. (4) Given the reactants [CH2:1]([O:3][C:4]([C:6]1[C:14]2[CH2:13][CH2:12][NH:11][C:10](=[O:15])[C:9]=2[N:8]([C:16]2[CH:21]=[CH:20][C:19]([O:22][CH3:23])=[CH:18][CH:17]=2)[N:7]=1)=[O:5])[CH3:2].C(=O)([O-])[O-].[K+].[K+].N1[C:43]2[C:34](=[CH:35][CH:36]=[C:37]3[C:42]=2N=[CH:40][CH:39]=[CH:38]3)C=CC=1.[N:44]#N.[CH3:46][CH2:47][O:48][C:49](C)=O, predict the reaction product. The product is: [CH2:1]([O:3][C:4]([C:6]1[C:14]2[CH2:13][CH2:12][N:11]([C:34]3[CH:35]=[CH:36][C:37]([C:38]4([C:49]5[O:48][CH2:47][CH2:46][N:44]=5)[CH2:39][CH2:40]4)=[CH:42][CH:43]=3)[C:10](=[O:15])[C:9]=2[N:8]([C:16]2[CH:17]=[CH:18][C:19]([O:22][CH3:23])=[CH:20][CH:21]=2)[N:7]=1)=[O:5])[CH3:2]. (5) The product is: [F:1][C:2]([F:18])([F:19])[C:3]1[CH:4]=[C:5]([CH:13]([NH2:15])[CH3:14])[CH:6]=[C:7]([C:9]([F:10])([F:11])[F:12])[CH:8]=1. Given the reactants [F:1][C:2]([F:19])([F:18])[C:3]1[CH:4]=[C:5]([CH:13]([N:15]=[N+]=[N-])[CH3:14])[CH:6]=[C:7]([C:9]([F:12])([F:11])[F:10])[CH:8]=1.[H][H], predict the reaction product. (6) Given the reactants [F:1][C:2]1[CH:7]=[CH:6][C:5]([C:8]2[C:16]([C:17]3[CH:22]=[CH:21][N:20]=[C:19](F)[CH:18]=3)=[C:11]3[CH:12]=[CH:13][CH:14]=[CH:15][N:10]3[N:9]=2)=[CH:4][CH:3]=1.[NH2:24][CH2:25][CH2:26][C:27]1[N:31]=[CH:30][NH:29][CH:28]=1, predict the reaction product. The product is: [F:1][C:2]1[CH:7]=[CH:6][C:5]([C:8]2[C:16]([C:17]3[CH:22]=[CH:21][N:20]=[C:19]([NH:24][CH2:25][CH2:26][C:27]4[NH:31][CH:30]=[N:29][CH:28]=4)[CH:18]=3)=[C:11]3[CH:12]=[CH:13][CH:14]=[CH:15][N:10]3[N:9]=2)=[CH:4][CH:3]=1. (7) The product is: [CH3:1][O:2][C:3]1[C:4]2[CH:15]=[C:14]([C:16]([F:19])([F:17])[F:18])[CH:13]=[CH:12][C:5]=2[S:6][C:7]=1[C:8]([OH:10])=[O:9]. Given the reactants [CH3:1][O:2][C:3]1[C:4]2[CH:15]=[C:14]([C:16]([F:19])([F:18])[F:17])[CH:13]=[CH:12][C:5]=2[S:6][C:7]=1[C:8]([O:10]C)=[O:9].O.[OH-].[Li+].O, predict the reaction product.